Dataset: Forward reaction prediction with 1.9M reactions from USPTO patents (1976-2016). Task: Predict the product of the given reaction. (1) Given the reactants [NH2:1][C:2]1[S:6][N:5]=[C:4]([CH3:7])[C:3]=1[C:8]([OH:10])=O.S(Cl)(Cl)=O.[Cl:15][C:16]1[CH:17]=[C:18]([CH:20]=[CH:21][C:22]=1[Cl:23])[NH2:19].C(N(CC)CC)C, predict the reaction product. The product is: [NH2:1][C:2]1[S:6][N:5]=[C:4]([CH3:7])[C:3]=1[C:8]([NH:19][C:18]1[CH:20]=[CH:21][C:22]([Cl:23])=[C:16]([Cl:15])[CH:17]=1)=[O:10]. (2) Given the reactants Cl.I[C:3]1[CH:8]=[C:7]([CH3:9])[C:6]([NH2:10])=[C:5]([CH3:11])[CH:4]=1.[CH2:12]([O:19][C:20]([C:22](=[CH2:27])[C:23]([O:25][CH3:26])=[O:24])=[O:21])[C:13]1[CH:18]=[CH:17][CH:16]=[CH:15][CH:14]=1.C(N(CC)CC)C, predict the reaction product. The product is: [NH2:10][C:6]1[C:7]([CH3:9])=[CH:8][C:3](/[CH:27]=[C:22](\[C:20]([O:19][CH2:12][C:13]2[CH:18]=[CH:17][CH:16]=[CH:15][CH:14]=2)=[O:21])/[C:23]([O:25][CH3:26])=[O:24])=[CH:4][C:5]=1[CH3:11]. (3) Given the reactants Cl[C:2]1[N:7]=[C:6]([NH:8][CH2:9][C:10]2[CH:15]=[CH:14][N:13]=[CH:12][CH:11]=2)[C:5]([C:16]([NH:18][C:19]2[CH:24]=[CH:23][C:22]([CH:25]([CH3:27])[CH3:26])=[CH:21][CH:20]=2)=[O:17])=[CH:4][C:3]=1[F:28], predict the reaction product. The product is: [F:28][C:3]1[CH:4]=[C:5]([C:16]([NH:18][C:19]2[CH:24]=[CH:23][C:22]([CH:25]([CH3:27])[CH3:26])=[CH:21][CH:20]=2)=[O:17])[C:6]([NH:8][CH2:9][C:10]2[CH:11]=[CH:12][N:13]=[CH:14][CH:15]=2)=[N:7][CH:2]=1. (4) Given the reactants [CH3:1][C:2]([O-:5])(C)C.[K+].[CH2:7]1[C@@H:11]([OH:12])[CH2:10][NH:9][CH2:8]1.[C:13]([O:17][C:18]([N:20]1[CH2:25][CH2:24][CH:23]([C:26]2[C:35]3[C:30](=[CH:31][C:32](F)=[CH:33][CH:34]=3)[N:29]=[CH:28][N:27]=2)[CH2:22][CH2:21]1)=[O:19])([CH3:16])([CH3:15])[CH3:14], predict the reaction product. The product is: [C:13]([O:17][C:18]([N:20]1[CH2:25][CH2:24][CH:23]([C:26]2[C:35]3[C:30](=[CH:31][C:32]([O:12][CH:11]4[CH2:7][CH2:8][N:9]([C:2](=[O:5])[CH3:1])[CH2:10]4)=[CH:33][CH:34]=3)[N:29]=[CH:28][N:27]=2)[CH2:22][CH2:21]1)=[O:19])([CH3:16])([CH3:15])[CH3:14]. (5) Given the reactants [NH2:1][C:2]1[S:3][CH:4]=[C:5]([C:7]2[CH:16]=[CH:15][C:14]3[C:9](=[CH:10][CH:11]=[CH:12][CH:13]=3)[CH:8]=2)[N:6]=1.[CH3:17][C:18]1[C:19]([O:21][C:22](=[O:25])[C:23]=1[CH3:24])=[O:20], predict the reaction product. The product is: [CH3:17]/[C:18](=[C:23](\[CH3:24])/[C:22]([NH:1][C:2]1[S:3][CH:4]=[C:5]([C:7]2[CH:16]=[CH:15][C:14]3[C:9](=[CH:10][CH:11]=[CH:12][CH:13]=3)[CH:8]=2)[N:6]=1)=[O:25])/[C:19]([OH:21])=[O:20].